Dataset: NCI-60 drug combinations with 297,098 pairs across 59 cell lines. Task: Regression. Given two drug SMILES strings and cell line genomic features, predict the synergy score measuring deviation from expected non-interaction effect. Synergy scores: CSS=22.4, Synergy_ZIP=-2.78, Synergy_Bliss=-2.44, Synergy_Loewe=-0.818, Synergy_HSA=1.37. Drug 1: C1=C(C(=O)NC(=O)N1)F. Cell line: UO-31. Drug 2: CC1=C(N=C(N=C1N)C(CC(=O)N)NCC(C(=O)N)N)C(=O)NC(C(C2=CN=CN2)OC3C(C(C(C(O3)CO)O)O)OC4C(C(C(C(O4)CO)O)OC(=O)N)O)C(=O)NC(C)C(C(C)C(=O)NC(C(C)O)C(=O)NCCC5=NC(=CS5)C6=NC(=CS6)C(=O)NCCC[S+](C)C)O.